From a dataset of Forward reaction prediction with 1.9M reactions from USPTO patents (1976-2016). Predict the product of the given reaction. (1) Given the reactants [CH3:1][O:2][C:3]1[CH:10]=[CH:9][C:6]([CH:7]=O)=[CH:5][C:4]=1[N+:11]([O-:13])=[O:12].C([CH2:17][S:18]([CH2:21][S:22]([CH2:25][C:26](O)=O)(=[O:24])=[O:23])(=[O:20])=[O:19])(O)=O, predict the reaction product. The product is: [CH3:1][O:2][C:3]1[CH:10]=[CH:9][C:6](/[CH:7]=[CH:17]/[S:18]([CH2:21][S:22](/[CH:25]=[CH:26]/[C:6]2[CH:9]=[CH:10][C:3]([O:2][CH3:1])=[C:4]([N+:11]([O-:13])=[O:12])[CH:5]=2)(=[O:23])=[O:24])(=[O:19])=[O:20])=[CH:5][C:4]=1[N+:11]([O-:13])=[O:12]. (2) Given the reactants F[C:2]1[CH:7]=[CH:6][C:5]([N+:8]([O-:10])=[O:9])=[CH:4][CH:3]=1.[NH2:11][CH:12]([CH:15]([OH:31])[CH2:16][CH2:17][CH2:18][CH2:19][CH2:20][CH2:21][CH2:22][CH2:23][CH2:24][CH2:25][CH2:26][CH2:27][CH2:28][CH2:29][CH3:30])[CH2:13][OH:14].C(=O)([O-])[O-].[Na+].[Na+], predict the reaction product. The product is: [N+:8]([C:5]1[CH:6]=[CH:7][C:2]([NH:11][CH:12]([CH:15]([OH:31])[CH2:16][CH2:17][CH2:18][CH2:19][CH2:20][CH2:21][CH2:22][CH2:23][CH2:24][CH2:25][CH2:26][CH2:27][CH2:28][CH2:29][CH3:30])[CH2:13][OH:14])=[CH:3][CH:4]=1)([O-:10])=[O:9]. (3) Given the reactants [Cl:1][C:2]1[CH:3]=[C:4]([CH:10]([C:37]2[CH:42]=[CH:41][C:40]([F:43])=[CH:39][CH:38]=2)[NH:11][C:12](=[O:36])[CH2:13][CH:14]2[CH2:19][CH2:18][N:17]([CH2:20][C:21]3[CH:25]=[CH:24][N:23]([C:26]4[CH:31]=[CH:30][C:29]([C:32]([F:35])([F:34])[F:33])=[CH:28][CH:27]=4)[CH:22]=3)[CH2:16][CH2:15]2)[CH:5]=[N:6][C:7]=1[O:8]C.Cl.N1C=CC=CC=1.[OH2:51].C(#N)C, predict the reaction product. The product is: [C:12]([OH:36])(=[O:51])[CH3:13].[Cl:1][C:2]1[C:7](=[O:8])[NH:6][CH:5]=[C:4]([CH:10]([C:37]2[CH:38]=[CH:39][C:40]([F:43])=[CH:41][CH:42]=2)[NH:11][C:12](=[O:36])[CH2:13][CH:14]2[CH2:19][CH2:18][N:17]([CH2:20][C:21]3[CH:25]=[CH:24][N:23]([C:26]4[CH:31]=[CH:30][C:29]([C:32]([F:35])([F:34])[F:33])=[CH:28][CH:27]=4)[CH:22]=3)[CH2:16][CH2:15]2)[CH:3]=1.